Predict the reactants needed to synthesize the given product. From a dataset of Full USPTO retrosynthesis dataset with 1.9M reactions from patents (1976-2016). (1) Given the product [Br:20][C:21]1[CH:22]=[C:23]([N+:28]([O-:30])=[O:29])[C:24]([CH:2]([C:3]([O:5][CH2:6][CH3:7])=[O:4])[C:1]([O:9][C:10]([CH3:12])([CH3:11])[CH3:13])=[O:8])=[N:25][CH:26]=1, predict the reactants needed to synthesize it. The reactants are: [C:1]([O:9][C:10]([CH3:13])([CH3:12])[CH3:11])(=[O:8])[CH2:2][C:3]([O:5][CH2:6][CH3:7])=[O:4].CC(C)([O-])C.[K+].[Br:20][C:21]1[CH:22]=[C:23]([N+:28]([O-:30])=[O:29])[C:24](Cl)=[N:25][CH:26]=1. (2) Given the product [NH:19]1[C:15]2=[N:16][CH:17]=[CH:18][C:13]([C:9]3[CH:8]=[C:7]([C:2]([CH3:1])([CH2:5][CH3:6])[C:3]#[N:4])[CH:12]=[CH:11][CH:10]=3)=[C:14]2[CH:21]=[N:20]1, predict the reactants needed to synthesize it. The reactants are: [CH3:1][C:2]([C:7]1[CH:12]=[CH:11][CH:10]=[C:9]([C:13]2[CH:18]=[CH:17][N:16]=[C:15]3[N:19](C(C4C=CC=CC=4)(C4C=CC=CC=4)C4C=CC=CC=4)[N:20]=[CH:21][C:14]=23)[CH:8]=1)([CH2:5][CH3:6])[C:3]#[N:4].C([SiH](CC)CC)C.FC(F)(F)C(O)=O.